From a dataset of NCI-60 drug combinations with 297,098 pairs across 59 cell lines. Regression. Given two drug SMILES strings and cell line genomic features, predict the synergy score measuring deviation from expected non-interaction effect. (1) Cell line: EKVX. Synergy scores: CSS=-4.45, Synergy_ZIP=2.36, Synergy_Bliss=3.05, Synergy_Loewe=-0.180, Synergy_HSA=-0.667. Drug 2: CC1=C2C(C(=O)C3(C(CC4C(C3C(C(C2(C)C)(CC1OC(=O)C(C(C5=CC=CC=C5)NC(=O)OC(C)(C)C)O)O)OC(=O)C6=CC=CC=C6)(CO4)OC(=O)C)O)C)O. Drug 1: CCC1(CC2CC(C3=C(CCN(C2)C1)C4=CC=CC=C4N3)(C5=C(C=C6C(=C5)C78CCN9C7C(C=CC9)(C(C(C8N6C)(C(=O)OC)O)OC(=O)C)CC)OC)C(=O)OC)O.OS(=O)(=O)O. (2) Drug 1: C1C(C(OC1N2C=NC3=C(N=C(N=C32)Cl)N)CO)O. Drug 2: CC=C1C(=O)NC(C(=O)OC2CC(=O)NC(C(=O)NC(CSSCCC=C2)C(=O)N1)C(C)C)C(C)C. Cell line: OVCAR-4. Synergy scores: CSS=13.6, Synergy_ZIP=-5.87, Synergy_Bliss=2.55, Synergy_Loewe=-2.26, Synergy_HSA=0.960. (3) Drug 2: CN(C(=O)NC(C=O)C(C(C(CO)O)O)O)N=O. Drug 1: C1=CN(C(=O)N=C1N)C2C(C(C(O2)CO)O)O.Cl. Synergy scores: CSS=13.6, Synergy_ZIP=-2.84, Synergy_Bliss=1.06, Synergy_Loewe=-24.3, Synergy_HSA=-0.000528. Cell line: SN12C. (4) Synergy scores: CSS=41.7, Synergy_ZIP=5.10, Synergy_Bliss=-0.257, Synergy_Loewe=-10.9, Synergy_HSA=-1.27. Cell line: UACC62. Drug 2: CC(C)(C#N)C1=CC(=CC(=C1)CN2C=NC=N2)C(C)(C)C#N. Drug 1: C1C(C(OC1N2C=NC3=C(N=C(N=C32)Cl)N)CO)O. (5) Drug 1: CS(=O)(=O)C1=CC(=C(C=C1)C(=O)NC2=CC(=C(C=C2)Cl)C3=CC=CC=N3)Cl. Drug 2: CN(C)N=NC1=C(NC=N1)C(=O)N. Cell line: T-47D. Synergy scores: CSS=4.07, Synergy_ZIP=-1.13, Synergy_Bliss=2.16, Synergy_Loewe=-4.70, Synergy_HSA=0.762. (6) Drug 1: CC12CCC(CC1=CCC3C2CCC4(C3CC=C4C5=CN=CC=C5)C)O. Drug 2: CCC1=CC2CC(C3=C(CN(C2)C1)C4=CC=CC=C4N3)(C5=C(C=C6C(=C5)C78CCN9C7C(C=CC9)(C(C(C8N6C)(C(=O)OC)O)OC(=O)C)CC)OC)C(=O)OC.C(C(C(=O)O)O)(C(=O)O)O. Cell line: IGROV1. Synergy scores: CSS=45.8, Synergy_ZIP=9.25, Synergy_Bliss=10.6, Synergy_Loewe=-16.6, Synergy_HSA=12.0. (7) Cell line: OVCAR-8. Drug 1: COC1=CC(=CC(=C1O)OC)C2C3C(COC3=O)C(C4=CC5=C(C=C24)OCO5)OC6C(C(C7C(O6)COC(O7)C8=CC=CS8)O)O. Synergy scores: CSS=38.2, Synergy_ZIP=-2.79, Synergy_Bliss=-3.57, Synergy_Loewe=-2.54, Synergy_HSA=0.0150. Drug 2: C1CN1P(=S)(N2CC2)N3CC3. (8) Drug 1: C1CCN(CC1)CCOC2=CC=C(C=C2)C(=O)C3=C(SC4=C3C=CC(=C4)O)C5=CC=C(C=C5)O. Drug 2: CN(C)C1=NC(=NC(=N1)N(C)C)N(C)C. Cell line: NCI-H322M. Synergy scores: CSS=-0.298, Synergy_ZIP=1.13, Synergy_Bliss=1.31, Synergy_Loewe=-2.40, Synergy_HSA=-1.21.